Dataset: Forward reaction prediction with 1.9M reactions from USPTO patents (1976-2016). Task: Predict the product of the given reaction. (1) Given the reactants [OH:1][C:2]1[CH:3]=[CH:4][C:5]2[N:6]([N:11]=[CH:12][C:13]=2[C:14]([O:16]C)=[O:15])[C:7]=1[CH2:8][O:9][CH3:10].[OH:18][C:19]([CH3:35])([CH3:34])[CH2:20]OC1C=CC2N(N=CC=2C(O)=O)C=1.O1CC1, predict the reaction product. The product is: [OH:18][C:19]([CH3:35])([CH3:34])[CH2:20][O:1][C:2]1[CH:3]=[CH:4][C:5]2[N:6]([N:11]=[CH:12][C:13]=2[C:14]([OH:16])=[O:15])[C:7]=1[CH2:8][O:9][CH3:10]. (2) Given the reactants [F:1][C:2]1[C:7]2[NH:8][C:9](=[O:12])[CH2:10][O:11][C:6]=2[C:5]([F:13])=[CH:4][CH:3]=1.C([O-])([O-])=O.[Cs+].[Cs+].[Cl:20][CH2:21][CH2:22][CH2:23]I, predict the reaction product. The product is: [Cl:20][CH2:21][CH2:22][CH2:23][N:8]1[C:7]2[C:2]([F:1])=[CH:3][CH:4]=[C:5]([F:13])[C:6]=2[O:11][CH2:10][C:9]1=[O:12]. (3) Given the reactants [CH3:1][C:2]1([CH3:15])[CH2:13][C:12]2[CH:11]=[C:10]3[N:5]([CH2:6][CH2:7][NH:8][C:9]3=[O:14])[C:4]=2[CH2:3]1.[Br:16][C:17]1[CH:24]=[C:23]([F:25])[CH:22]=[C:21](Cl)[C:18]=1[CH:19]=[O:20].CC1(C)C2C(=C(P(C3C=CC=CC=3)C3C=CC=CC=3)C=CC=2)OC2C(P(C3C=CC=CC=3)C3C=CC=CC=3)=CC=CC1=2.C([O-])(=O)C.[K+], predict the reaction product. The product is: [Br:16][C:17]1[CH:24]=[C:23]([F:25])[CH:22]=[C:21]([N:8]2[CH2:7][CH2:6][N:5]3[C:10](=[CH:11][C:12]4[CH2:13][C:2]([CH3:15])([CH3:1])[CH2:3][C:4]=43)[C:9]2=[O:14])[C:18]=1[CH:19]=[O:20].